This data is from NCI-60 drug combinations with 297,098 pairs across 59 cell lines. The task is: Regression. Given two drug SMILES strings and cell line genomic features, predict the synergy score measuring deviation from expected non-interaction effect. (1) Cell line: SK-MEL-28. Drug 2: CC12CCC3C(C1CCC2O)C(CC4=C3C=CC(=C4)O)CCCCCCCCCS(=O)CCCC(C(F)(F)F)(F)F. Synergy scores: CSS=2.60, Synergy_ZIP=-1.47, Synergy_Bliss=0.675, Synergy_Loewe=-1.14, Synergy_HSA=0.499. Drug 1: CCC(=C(C1=CC=CC=C1)C2=CC=C(C=C2)OCCN(C)C)C3=CC=CC=C3.C(C(=O)O)C(CC(=O)O)(C(=O)O)O. (2) Drug 1: CC1=C(C=C(C=C1)NC2=NC=CC(=N2)N(C)C3=CC4=NN(C(=C4C=C3)C)C)S(=O)(=O)N.Cl. Drug 2: N.N.Cl[Pt+2]Cl. Cell line: HCT116. Synergy scores: CSS=-4.08, Synergy_ZIP=1.16, Synergy_Bliss=-2.92, Synergy_Loewe=-6.07, Synergy_HSA=-5.98. (3) Drug 1: CCCS(=O)(=O)NC1=C(C(=C(C=C1)F)C(=O)C2=CNC3=C2C=C(C=N3)C4=CC=C(C=C4)Cl)F. Drug 2: CN1C2=C(C=C(C=C2)N(CCCl)CCCl)N=C1CCCC(=O)O.Cl. Cell line: CAKI-1. Synergy scores: CSS=12.4, Synergy_ZIP=0.399, Synergy_Bliss=5.52, Synergy_Loewe=5.51, Synergy_HSA=7.25.